This data is from Full USPTO retrosynthesis dataset with 1.9M reactions from patents (1976-2016). The task is: Predict the reactants needed to synthesize the given product. (1) Given the product [CH3:1][O:2][C:3]1[CH:8]=[CH:7][C:6]([C:26]2[CH:34]=[CH:33][CH:32]=[C:31]3[C:27]=2[C:28]2([C:60]4=[CH:59][C:54]5[O:55][CH2:56][CH2:57][O:58][C:53]=5[CH:52]=[C:51]4[O:50][CH2:49]2)[C:29](=[O:48])[N:30]3[CH2:35][C:42]2[CH:47]=[CH:46][CH:45]=[CH:44][N:12]=2)=[CH:5][CH:4]=1, predict the reactants needed to synthesize it. The reactants are: [CH3:1][O:2][C:3]1[CH:8]=[CH:7][C:6](B(O)O)=[CH:5][CH:4]=1.[N:12]1C2C(=CC=CC=2)C=C(B(O)O)C=1.Br[C:26]1[CH:34]=[CH:33][CH:32]=[C:31]2[C:27]=1[C:28]1([C:60]3[C:51](=[CH:52][C:53]4[O:58][CH2:57][CH2:56][O:55][C:54]=4[CH:59]=3)[O:50][CH2:49]1)[C:29](=[O:48])[N:30]2[CH:35]([C:42]1[CH:47]=[CH:46][CH:45]=[CH:44]C=1)C1C=CC=CC=1. (2) Given the product [CH3:1][O:2][C:3](=[O:19])[CH2:4][CH2:5][NH:6][C:7]([CH:9]1[CH2:10][N:11]([C:13]2[S:14][C:15](=[CH:35][C:31]3[CH:30]=[C:29]4[C:34](=[CH:33][CH:32]=3)[N:26]([CH2:25][C:24]3[CH:37]=[CH:38][C:21]([Cl:20])=[CH:22][C:23]=3[C:39]([F:42])([F:40])[F:41])[N:27]=[CH:28]4)[C:16](=[O:18])[N:17]=2)[CH2:12]1)=[O:8], predict the reactants needed to synthesize it. The reactants are: [CH3:1][O:2][C:3](=[O:19])[CH2:4][CH2:5][NH:6][C:7]([CH:9]1[CH2:12][N:11]([C:13]2[S:14][CH2:15][C:16](=[O:18])[N:17]=2)[CH2:10]1)=[O:8].[Cl:20][C:21]1[CH:38]=[CH:37][C:24]([CH2:25][N:26]2[C:34]3[C:29](=[CH:30][C:31]([CH:35]=O)=[CH:32][CH:33]=3)[CH:28]=[N:27]2)=[C:23]([C:39]([F:42])([F:41])[F:40])[CH:22]=1. (3) The reactants are: [CH2:1]([O:8][C:9]1[CH:14]=[CH:13][N:12]([C:15]2[CH:16]=[N:17][C:18](Cl)=[CH:19][CH:20]=2)[C:11](=[O:22])[CH:10]=1)[C:2]1[CH:7]=[CH:6][CH:5]=[CH:4][CH:3]=1.[CH3:23][N:24]1[CH2:29][CH2:28][NH:27][CH2:26][CH2:25]1.[F-].[Cs+].C(OCC)(=O)C. Given the product [CH2:1]([O:8][C:9]1[CH:14]=[CH:13][N:12]([C:15]2[CH:16]=[N:17][C:18]([N:27]3[CH2:28][CH2:29][N:24]([CH3:23])[CH2:25][CH2:26]3)=[CH:19][CH:20]=2)[C:11](=[O:22])[CH:10]=1)[C:2]1[CH:7]=[CH:6][CH:5]=[CH:4][CH:3]=1, predict the reactants needed to synthesize it. (4) Given the product [ClH:45].[OH:13][NH:14][C:15]([C:17]1([S:23]([C:26]2[CH:31]=[CH:30][C:29]([C:32]3[CH:37]=[N:36][C:35]([CH2:38][CH2:39][CH2:40][C:41]([F:44])([F:43])[F:42])=[CH:34][N:33]=3)=[CH:28][CH:27]=2)(=[O:24])=[O:25])[CH2:18][CH2:19][O:20][CH2:21][CH2:22]1)=[O:16], predict the reactants needed to synthesize it. The reactants are: CCOC(C)=O.O1CCCCC1[O:13][NH:14][C:15]([C:17]1([S:23]([C:26]2[CH:31]=[CH:30][C:29]([C:32]3[CH:37]=[N:36][C:35]([CH2:38][CH2:39][CH2:40][C:41]([F:44])([F:43])[F:42])=[CH:34][N:33]=3)=[CH:28][CH:27]=2)(=[O:25])=[O:24])[CH2:22][CH2:21][O:20][CH2:19][CH2:18]1)=[O:16].[ClH:45].C1(N2CCC(S(C3C=CC(C4C=CC(OC(F)(F)C(F)F)=CC=4)=CC=3)(=O)=O)(C(NOC3CCCCO3)=O)CC2)CC1. (5) Given the product [N:1]12[CH2:8][CH2:7][CH:4]([CH2:5][CH2:6]1)[CH:3]([CH2:9][C:10]([OH:12])=[O:11])[CH2:2]2, predict the reactants needed to synthesize it. The reactants are: [N:1]12[CH2:8][CH2:7][CH:4]([CH2:5][CH2:6]1)[CH:3]([CH2:9][C:10]([O:12]C)=[O:11])[CH2:2]2. (6) Given the product [Cl:1][C:2]1[CH:3]=[C:4]([C:11]2[CH:12]=[C:13]3[C:18](=[CH:19][CH:20]=2)[N:17]=[CH:16][C:15]([C:21]([CH:23]2[CH2:24][CH2:25]2)=[O:22])=[C:14]3[N:26]2[CH2:42][CH2:41][C:29]3([CH2:33][NH:32][CH2:31][CH2:30]3)[CH2:28][CH2:27]2)[CH:5]=[C:6]([O:9][CH3:10])[C:7]=1[OH:8], predict the reactants needed to synthesize it. The reactants are: [Cl:1][C:2]1[CH:3]=[C:4]([C:11]2[CH:12]=[C:13]3[C:18](=[CH:19][CH:20]=2)[N:17]=[CH:16][C:15]([C:21]([CH:23]2[CH2:25][CH2:24]2)=[O:22])=[C:14]3[N:26]2[CH2:42][CH2:41][C:29]3([CH2:33][N:32](C(OC(C)(C)C)=O)[CH2:31][CH2:30]3)[CH2:28][CH2:27]2)[CH:5]=[C:6]([O:9][CH3:10])[C:7]=1[OH:8].C(O)(C(F)(F)F)=O. (7) Given the product [CH2:1]([NH:8][S:9]([C:10]1[CH:17]=[CH:16][CH:15]=[CH:14][C:11]=1[C:12]([NH2:20])=[O:13])(=[O:19])=[O:18])[C:2]1[CH:7]=[CH:6][CH:5]=[CH:4][CH:3]=1, predict the reactants needed to synthesize it. The reactants are: [CH2:1]([N:8]1[C:12](=[O:13])[C:11]2[CH:14]=[CH:15][CH:16]=[CH:17][C:10]=2[S:9]1(=[O:19])=[O:18])[C:2]1[CH:7]=[CH:6][CH:5]=[CH:4][CH:3]=1.[NH3:20]. (8) Given the product [CH3:1][S:2][C:3]1[CH:8]=[CH:7][CH:6]=[CH:5][C:4]=1[C:9]1([C:10]#[N:11])[CH2:17][CH2:16][C:15](=[O:19])[CH2:23][CH2:22]1, predict the reactants needed to synthesize it. The reactants are: [CH3:1][S:2][C:3]1[CH:8]=[CH:7][CH:6]=[CH:5][C:4]=1[CH2:9][C:10]#[N:11].C[O-].[Na+].[C:15]([O:19]C)(=O)[CH:16]=[CH2:17].Cl.[CH2:22]1COC[CH2:23]1. (9) Given the product [NH:8]1[CH2:13][CH2:12][CH:11]([NH:14][C:15]2[N:16]=[CH:17][C:18]([O:21][CH2:22][CH2:23][CH2:27][OH:26])=[CH:19][CH:20]=2)[CH2:10][CH2:9]1, predict the reactants needed to synthesize it. The reactants are: C(OC([N:8]1[CH2:13][CH2:12][CH:11]([N:14](C(OC(C)(C)C)=O)[C:15]2[CH:20]=[CH:19][C:18]([O:21][CH2:22][CH:23]3[CH2:27][O:26]C(C)(C)O3)=[CH:17][N:16]=2)[CH2:10][CH2:9]1)=O)(C)(C)C.C(OC(N1CCC(N(C(OC(C)(C)C)=O)C2C=CC(O)=CN=2)CC1)=O)(C)(C)C.BrCCCOC1CCCCO1.C(=O)([O-])[O-].[K+].[K+].Cl.ClC1C=CC(CN2CCC(NC3C=CC(C#N)=CC=3)CC2)=CC=1OCC. (10) The reactants are: [CH3:1][O:2][CH2:3][N:4]1[C:8]2[CH:9]=[CH:10][C:11]([CH:13]([C:15]3[CH:19]=[CH:18][N:17]([C:20]4[N:25]=[CH:24][C:23]([CH2:26][O:27][CH2:28][C:29]([O:31]CC)=[O:30])=[CH:22][CH:21]=4)[N:16]=3)[CH3:14])=[CH:12][C:7]=2[S:6][C:5]1=[O:34].[OH-].[Li+].O.[OH-].[Na+]. Given the product [CH3:1][O:2][CH2:3][N:4]1[C:8]2[CH:9]=[CH:10][C:11]([CH:13]([C:15]3[CH:19]=[CH:18][N:17]([C:20]4[N:25]=[CH:24][C:23]([CH2:26][O:27][CH2:28][C:29]([OH:31])=[O:30])=[CH:22][CH:21]=4)[N:16]=3)[CH3:14])=[CH:12][C:7]=2[S:6][C:5]1=[O:34], predict the reactants needed to synthesize it.